From a dataset of Catalyst prediction with 721,799 reactions and 888 catalyst types from USPTO. Predict which catalyst facilitates the given reaction. (1) Reactant: C[O:2][C:3]1[CH:8]=[CH:7][C:6]([CH3:9])=[CH:5][C:4]=1[C:10](=[O:23])[CH2:11][CH2:12][CH2:13][CH2:14][CH2:15][CH2:16][CH2:17][CH2:18][C:19]([O:21][CH3:22])=[O:20].B(Br)(Br)Br.O. Product: [OH:2][C:3]1[CH:8]=[CH:7][C:6]([CH3:9])=[CH:5][C:4]=1[C:10](=[O:23])[CH2:11][CH2:12][CH2:13][CH2:14][CH2:15][CH2:16][CH2:17][CH2:18][C:19]([O:21][CH3:22])=[O:20]. The catalyst class is: 2. (2) Reactant: [C:1]12[C:7](=[CH:8][CH:9]=[CH:10][CH:11]=1)[NH:6]C(=O)[O:4][C:2]2=O.[NH2:13][C:14]1[CH:19]=[CH:18][CH:17]=[CH:16][N:15]=1. Product: [NH2:6][C:7]1[CH:8]=[CH:9][CH:10]=[CH:11][C:1]=1[C:2]([NH:13][C:14]1[CH:19]=[CH:18][CH:17]=[CH:16][N:15]=1)=[O:4]. The catalyst class is: 12. (3) Reactant: I[CH2:2][CH2:3][CH2:4][CH3:5].O[C:7]1[CH:8]=[C:9]([CH:12]=[CH:13][C:14]=1[I:15])[CH:10]=[O:11].C(=O)([O-])[O-:17].[K+].[K+]. Product: [CH3:2][CH2:3][CH:4]([O:11][C:10](=[O:17])[C:9]1[CH:12]=[CH:13][C:14]([I:15])=[CH:7][CH:8]=1)[CH3:5]. The catalyst class is: 311. (4) Reactant: [OH:1][C:2]1[C:9]([CH3:10])=[CH:8][C:5]([C:6]#[N:7])=[CH:4][C:3]=1[CH3:11].N1C=CC=CC=1.[F:18][C:19]([F:32])([F:31])[S:20](O[S:20]([C:19]([F:32])([F:31])[F:18])(=[O:22])=[O:21])(=[O:22])=[O:21]. Product: [F:18][C:19]([F:32])([F:31])[S:20]([O:1][C:2]1[C:3]([CH3:11])=[CH:4][C:5]([C:6]#[N:7])=[CH:8][C:9]=1[CH3:10])(=[O:22])=[O:21]. The catalyst class is: 2. (5) Reactant: [CH3:1][O:2][C:3]1[CH:8]=[CH:7][C:6]([C:9]2[S:13][C:12]([C:14]([O:16]C)=[O:15])=[C:11]([C:18]3[CH:23]=[CH:22][C:21]([S:24](=[O:27])(=[O:26])[NH2:25])=[CH:20][CH:19]=3)[C:10]=2[CH3:28])=[CH:5][CH:4]=1.[OH-].[Na+].Cl. The catalyst class is: 40. Product: [CH3:1][O:2][C:3]1[CH:4]=[CH:5][C:6]([C:9]2[S:13][C:12]([C:14]([OH:16])=[O:15])=[C:11]([C:18]3[CH:23]=[CH:22][C:21]([S:24](=[O:27])(=[O:26])[NH2:25])=[CH:20][CH:19]=3)[C:10]=2[CH3:28])=[CH:7][CH:8]=1. (6) Reactant: [F:1][C:2]1[CH:16]=[CH:15][C:5]([O:6][C:7]2[CH:14]=[CH:13][C:10]([CH:11]=O)=[CH:9][CH:8]=2)=[CH:4][CH:3]=1.[O:17]1[C:21](=O)[CH2:20][NH:19][C:18]1=[O:23].N1CCCCC1.C(O)(=[O:32])C. Product: [F:1][C:2]1[CH:16]=[CH:15][C:5]([O:6][C:7]2[CH:14]=[CH:13][C:10](/[CH:11]=[C:21]3/[C:20](=[O:32])[NH:19][C:18](=[O:23])[O:17]/3)=[CH:9][CH:8]=2)=[CH:4][CH:3]=1. The catalyst class is: 11.